Dataset: Ames mutagenicity test results for genotoxicity prediction. Task: Regression/Classification. Given a drug SMILES string, predict its toxicity properties. Task type varies by dataset: regression for continuous values (e.g., LD50, hERG inhibition percentage) or binary classification for toxic/non-toxic outcomes (e.g., AMES mutagenicity, cardiotoxicity, hepatotoxicity). Dataset: ames. (1) The compound is C[C@@H]1CNC(=O)N1c1ncc([N+](=O)[O-])s1. The result is 1 (mutagenic). (2) The compound is O=C(O)C(O)C(O)C(O)C(O)CO. The result is 0 (non-mutagenic). (3) The compound is CC1(C)CC2C=C(C=O)C34CC3(C(=O)OC4O)C2C1. The result is 1 (mutagenic). (4) The result is 0 (non-mutagenic). The drug is COc1ccc(CO)cc1. (5) The result is 1 (mutagenic). The drug is C[C@@H](Br)CBr. (6) The compound is CC(=O)OC(c1ccc2c(c1)OCO2)C1CO1. The result is 1 (mutagenic). (7) The drug is O=CNc1nc(-c2cc([N+](=O)[O-])cs2)cs1. The result is 1 (mutagenic). (8) The compound is Cc1c2ccccc2cc2c3c(ccc12)C=CC(O)C3O. The result is 1 (mutagenic). (9) The compound is Oc1ccc2c(O)cccc2c1. The result is 1 (mutagenic). (10) The drug is O=C/C=C/c1ccc([N+](=O)[O-])o1. The result is 1 (mutagenic).